From a dataset of Catalyst prediction with 721,799 reactions and 888 catalyst types from USPTO. Predict which catalyst facilitates the given reaction. (1) Product: [N:21]1([C:16](=[O:18])[CH2:15][C:12]2[CH:13]=[CH:14][C:9]([O:8][CH2:1][C:2]3[CH:3]=[CH:4][CH:5]=[CH:6][CH:7]=3)=[CH:10][C:11]=2[C:19]#[N:20])[CH2:24][CH2:23][CH2:22]1. Reactant: [CH2:1]([O:8][C:9]1[CH:14]=[CH:13][C:12]([CH2:15][C:16]([OH:18])=O)=[C:11]([C:19]#[N:20])[CH:10]=1)[C:2]1[CH:7]=[CH:6][CH:5]=[CH:4][CH:3]=1.[NH:21]1[CH2:24][CH2:23][CH2:22]1.CCN(C(C)C)C(C)C.CN(C(ON1N=NC2C=CC=NC1=2)=[N+](C)C)C.F[P-](F)(F)(F)(F)F. The catalyst class is: 3. (2) Reactant: [CH3:1][CH:2]1[CH2:7][C:6](=O)[CH2:5][CH2:4][N:3]1[C:9]([O:11][CH2:12][C:13]1[CH:18]=[CH:17][CH:16]=[CH:15][CH:14]=1)=[O:10].[CH:19]([S:22]([C:25]1[CH:30]=[CH:29][C:28]([C:31]2[C:32]([NH2:37])=[CH:33][CH:34]=[CH:35][CH:36]=2)=[CH:27][CH:26]=1)(=[O:24])=[O:23])([CH3:21])[CH3:20].C[Si]([C:42]#[N:43])(C)C.[OH-].[NH4+]. Product: [C:42]([C:6]1([NH:37][C:32]2[CH:33]=[CH:34][CH:35]=[CH:36][C:31]=2[C:28]2[CH:29]=[CH:30][C:25]([S:22]([CH:19]([CH3:21])[CH3:20])(=[O:24])=[O:23])=[CH:26][CH:27]=2)[CH2:5][CH2:4][N:3]([C:9]([O:11][CH2:12][C:13]2[CH:18]=[CH:17][CH:16]=[CH:15][CH:14]=2)=[O:10])[CH:2]([CH3:1])[CH2:7]1)#[N:43]. The catalyst class is: 15. (3) Reactant: [Br:1][C:2]1[CH:3]=[CH:4][C:5](F)=[C:6]([N+:8]([O-:10])=[O:9])[CH:7]=1.[C:12]1([OH:18])[CH:17]=[CH:16][CH:15]=[CH:14][CH:13]=1.C([O-])([O-])=O.[K+].[K+]. Product: [Br:1][C:2]1[CH:3]=[CH:4][C:5]([O:18][C:12]2[CH:17]=[CH:16][CH:15]=[CH:14][CH:13]=2)=[C:6]([N+:8]([O-:10])=[O:9])[CH:7]=1. The catalyst class is: 3. (4) Reactant: [CH2:1]([O:3][C:4](=[O:14])[C:5]1[C:10]([Cl:11])=[CH:9][CH:8]=[C:7]([NH2:12])[C:6]=1[F:13])[CH3:2].[CH2:15]([S:18](Cl)(=[O:20])=[O:19])[CH2:16][CH3:17].O. Product: [CH2:1]([O:3][C:4](=[O:14])[C:5]1[C:10]([Cl:11])=[CH:9][CH:8]=[C:7]([NH:12][S:18]([CH2:15][CH2:16][CH3:17])(=[O:20])=[O:19])[C:6]=1[F:13])[CH3:2]. The catalyst class is: 272.